From a dataset of Full USPTO retrosynthesis dataset with 1.9M reactions from patents (1976-2016). Predict the reactants needed to synthesize the given product. (1) Given the product [ClH:22].[ClH:22].[ClH:22].[CH3:1][N:2]1[CH2:3][CH2:4][CH:5]([N:8]2[CH2:21][C:10]3([CH2:11][NH:12][CH2:13]3)[CH2:9]2)[CH2:6][CH2:7]1, predict the reactants needed to synthesize it. The reactants are: [CH3:1][N:2]1[CH2:7][CH2:6][CH:5]([N:8]2[CH2:21][C:10]3([CH2:13][N:12](C(OC(C)(C)C)=O)[CH2:11]3)[CH2:9]2)[CH2:4][CH2:3]1.[ClH:22]. (2) The reactants are: [C@H:1]12[CH2:7][C@H:4]([NH:5][CH2:6]1)[CH2:3][N:2]2[C:8]([O:10][C:11]([CH3:14])([CH3:13])[CH3:12])=[O:9].Cl[C:16]1[CH:21]=[CH:20][C:19]([Cl:22])=[CH:18][N:17]=1. Given the product [Cl:22][C:19]1[CH:20]=[CH:21][C:16]([N:5]2[CH2:6][C@@H:1]3[CH2:7][C@H:4]2[CH2:3][N:2]3[C:8]([O:10][C:11]([CH3:14])([CH3:13])[CH3:12])=[O:9])=[N:17][CH:18]=1, predict the reactants needed to synthesize it. (3) Given the product [OH:35][CH2:34][CH2:33][NH:32][C:29]1[CH:28]=[CH:27][C:26]([N:23]2[CH:24]=[CH:25][C:21]([CH:19]([C:17]3[CH:16]=[CH:15][C:14]4[N:10]([CH2:9][O:8][CH3:7])[C:11](=[O:39])[S:12][C:13]=4[CH:18]=3)[CH3:20])=[N:22]2)=[N:31][CH:30]=1, predict the reactants needed to synthesize it. The reactants are: [H-].[Al+3].[Li+].[H-].[H-].[H-].[CH3:7][O:8][CH2:9][N:10]1[C:14]2[CH:15]=[CH:16][C:17]([CH:19]([C:21]3[CH:25]=[CH:24][N:23]([C:26]4[N:31]=[CH:30][C:29]([NH:32][CH2:33][C:34](OCC)=[O:35])=[CH:28][CH:27]=4)[N:22]=3)[CH3:20])=[CH:18][C:13]=2[S:12][C:11]1=[O:39]. (4) Given the product [C:14]([O:18][C:19]([N:7]1[C:6]2[CH:5]=[CH:4][C:3]([N+:11]([O-:13])=[O:12])=[C:2]([CH3:1])[C:10]=2[N:9]=[CH:8]1)=[O:20])([CH3:17])([CH3:16])[CH3:15], predict the reactants needed to synthesize it. The reactants are: [CH3:1][C:2]1[C:10]2[NH:9][CH:8]=[N:7][C:6]=2[CH:5]=[CH:4][C:3]=1[N+:11]([O-:13])=[O:12].[C:14]([O:18][C:19](O[C:19]([O:18][C:14]([CH3:17])([CH3:16])[CH3:15])=[O:20])=[O:20])([CH3:17])([CH3:16])[CH3:15].C(N(CC)CC)C.CCCCCC.